From a dataset of Full USPTO retrosynthesis dataset with 1.9M reactions from patents (1976-2016). Predict the reactants needed to synthesize the given product. (1) Given the product [O:40]1[CH2:45][CH2:44][CH:43]([CH2:46][NH:47][C:31]([C:8]2([CH2:7][C:4]3[CH:3]=[CH:2][C:1]([C:34]4[CH:39]=[CH:38][CH:37]=[CH:36][CH:35]=4)=[CH:6][CH:5]=3)[CH2:13][CH2:12][N:11]([C:14](=[O:30])[C@@H:15]([NH2:22])[CH2:16][C:17]3[S:18][CH:19]=[CH:20][CH:21]=3)[CH2:10][CH2:9]2)=[O:33])[CH2:42][CH2:41]1, predict the reactants needed to synthesize it. The reactants are: [C:1]1([C:34]2[CH:39]=[CH:38][CH:37]=[CH:36][CH:35]=2)[CH:6]=[CH:5][C:4]([CH2:7][C:8]2([C:31]([OH:33])=O)[CH2:13][CH2:12][N:11]([C:14](=[O:30])[C@@H:15]([NH:22]C(OC(C)(C)C)=O)[CH2:16][C:17]3[S:18][CH:19]=[CH:20][CH:21]=3)[CH2:10][CH2:9]2)=[CH:3][CH:2]=1.[O:40]1[CH2:45][CH2:44][CH:43]([CH2:46][NH2:47])[CH2:42][CH2:41]1.C(N(C(C)C)CC)(C)C.CN(C(ON1N=NC2C=CC=CC1=2)=[N+](C)C)C.F[P-](F)(F)(F)(F)F. (2) Given the product [O:3]1[C:8]2=[CH:9][CH:10]=[CH:11][C:7]2=[CH:6][C:5]([CH:12]2[CH2:17][CH2:16][CH2:15][CH2:14][N:13]2[CH2:18][CH2:19][C@H:20]2[CH2:21][CH2:22][C@H:23]([NH:26][C:30](=[O:31])[CH2:29][O:28][CH3:27])[CH2:24][CH2:25]2)=[CH:4]1, predict the reactants needed to synthesize it. The reactants are: Cl.Cl.[O:3]1[C:8]2=[CH:9][CH:10]=[CH:11][C:7]2=[CH:6][C:5]([CH:12]2[CH2:17][CH2:16][CH2:15][CH2:14][N:13]2[CH2:18][CH2:19][C@H:20]2[CH2:25][CH2:24][C@H:23]([NH2:26])[CH2:22][CH2:21]2)=[CH:4]1.[CH3:27][O:28][CH2:29][C:30](O)=[O:31]. (3) Given the product [CH3:10][C:11]([CH3:26])([CH3:27])[CH2:12][N:13]1[C:21]2[C:16](=[C:17]([CH2:23][CH2:24][CH3:25])[C:18]([O:22][CH2:2][C:3]3[CH:8]=[CH:7][CH:6]=[C:5]([Sn:38]([CH3:44])([CH3:43])[CH3:37])[CH:4]=3)=[CH:19][CH:20]=2)[CH:15]=[CH:14]1, predict the reactants needed to synthesize it. The reactants are: Br[CH2:2][C:3]1[CH:8]=[CH:7][CH:6]=[C:5](I)[CH:4]=1.[CH3:10][C:11]([CH3:27])([CH3:26])[CH2:12][N:13]1[C:21]2[C:16](=[C:17]([CH2:23][CH2:24][CH3:25])[C:18]([OH:22])=[CH:19][CH:20]=2)[CH:15]=[CH:14]1.N1C2C(=CC=CC=2)C=C1.[CH3:37][Sn:38]([CH3:44])([CH3:43])[Sn:38]([CH3:44])([CH3:43])[CH3:37].